The task is: Predict the reaction yield, written as a fraction of the theoretical maximum amount of product (1.0 means a 100% yield; for example, 0.34 means a 34% yield).. This data is from Reaction yield outcomes from USPTO patents with 853,638 reactions. (1) The reactants are [NH:1]1[CH2:6][CH2:5][O:4][C@H:3]([C:7]2[CH:8]=[CH:9][C:10]([NH2:13])=[N:11][CH:12]=2)[CH2:2]1.O1[CH2:18][CH2:17][CH2:16][CH2:15]1.C(=O)CCC.C(O[BH-](OC(=O)C)OC(=O)C)(=O)C.[Na+]. The catalyst is C(=O)([O-])O.[Na+]. The product is [CH2:15]([N:1]1[CH2:6][CH2:5][O:4][C@H:3]([C:7]2[CH:8]=[CH:9][C:10]([NH2:13])=[N:11][CH:12]=2)[CH2:2]1)[CH2:16][CH2:17][CH3:18]. The yield is 0.160. (2) The reactants are [C:1]([C:4]1[CH:27]=[CH:26][C:7]([O:8][CH2:9][C:10]2[CH:15]=[CH:14][C:13]([CH:16](O)[C:17]3[CH:18]=[C:19]([CH:22]=[CH:23][CH:24]=3)[C:20]#[N:21])=[CH:12][CH:11]=2)=[C:6]([C:28]([F:31])([F:30])[F:29])[C:5]=1[OH:32])(=[O:3])[CH3:2].[SiH](CC)(CC)CC.B(F)(F)F. The catalyst is C(Cl)Cl. The product is [C:1]([C:4]1[CH:27]=[CH:26][C:7]([O:8][CH2:9][C:10]2[CH:15]=[CH:14][C:13]([CH2:16][C:17]3[CH:18]=[C:19]([CH:22]=[CH:23][CH:24]=3)[C:20]#[N:21])=[CH:12][CH:11]=2)=[C:6]([C:28]([F:30])([F:31])[F:29])[C:5]=1[OH:32])(=[O:3])[CH3:2]. The yield is 0.530. (3) The reactants are [CH:1]1[C:11]2[CH:10]=[CH:9][C:8]3[CH:12]=[CH:13][CH:14]=[CH:15][C:7]=3[NH:6][C:5]=2[CH:4]=[CH:3][CH:2]=1.C([Sn](Cl)(Cl)CCCC)CCC.[CH:27]([C:29]1[CH:38]=[CH:37][C:32]([C:33]([O:35][CH3:36])=[O:34])=[CH:31][CH:30]=1)=O.C1([SiH3])C=CC=CC=1. The catalyst is C1COCC1. The product is [CH:1]1[C:11]2[CH:10]=[CH:9][C:8]3[CH:12]=[CH:13][CH:14]=[CH:15][C:7]=3[N:6]([CH2:27][C:29]3[CH:38]=[CH:37][C:32]([C:33]([O:35][CH3:36])=[O:34])=[CH:31][CH:30]=3)[C:5]=2[CH:4]=[CH:3][CH:2]=1. The yield is 0.830. (4) The reactants are [C:1]1([S:7][C:8]2[CH:9]=[C:10]([CH:14]([N:18]3[CH:22]=[C:21]([C:23]4[C:24]5[CH:31]=[CH:30][N:29](COCC[Si](C)(C)C)[C:25]=5[N:26]=[CH:27][N:28]=4)[CH:20]=[N:19]3)[CH2:15][C:16]#[N:17])[CH:11]=[N:12][CH:13]=2)[CH:6]=[CH:5][CH:4]=[CH:3][CH:2]=1.C(Cl)Cl.[C:43]([OH:49])([C:45]([F:48])([F:47])[F:46])=[O:44].CO.C(N)CN. No catalyst specified. The product is [F:46][C:45]([F:48])([F:47])[C:43]([OH:49])=[O:44].[C:1]1([S:7][C:8]2[CH:9]=[C:10]([CH:14]([N:18]3[CH:22]=[C:21]([C:23]4[C:24]5[CH:31]=[CH:30][NH:29][C:25]=5[N:26]=[CH:27][N:28]=4)[CH:20]=[N:19]3)[CH2:15][C:16]#[N:17])[CH:11]=[N:12][CH:13]=2)[CH:2]=[CH:3][CH:4]=[CH:5][CH:6]=1. The yield is 0.581. (5) The reactants are [CH2:1]([O:3][C:4]([C:6]1[NH:15][C:9]2[N:10]=[CH:11][N:12]=[C:13]([Cl:14])[C:8]=2[CH:7]=1)=[O:5])[CH3:2].CN(C=O)C.[H-].[Na+].[CH3:23][Si:24]([CH2:27][CH2:28][O:29][CH2:30]Cl)([CH3:26])[CH3:25]. The catalyst is C(OCC)(=O)C. The product is [CH2:1]([O:3][C:4]([C:6]1[N:15]([CH2:30][O:29][CH2:28][CH2:27][Si:24]([CH3:26])([CH3:25])[CH3:23])[C:9]2[N:10]=[CH:11][N:12]=[C:13]([Cl:14])[C:8]=2[CH:7]=1)=[O:5])[CH3:2]. The yield is 0.840.